Dataset: Reaction yield outcomes from USPTO patents with 853,638 reactions. Task: Predict the reaction yield, written as a fraction of the theoretical maximum amount of product (1.0 means a 100% yield; for example, 0.34 means a 34% yield). (1) The reactants are C([O:5][C:6]([C:8]1[C:16]2[C:11](=[CH:12][C:13]([C:17]3(O)[CH2:22][CH2:21][O:20][CH2:19][CH2:18]3)=[CH:14][CH:15]=2)[NH:10][N:9]=1)=[O:7])(C)(C)C. The catalyst is FC(F)(F)C(O)=O. The product is [O:20]1[CH2:19][CH:18]=[C:17]([C:13]2[CH:12]=[C:11]3[C:16]([C:8]([C:6]([OH:7])=[O:5])=[N:9][NH:10]3)=[CH:15][CH:14]=2)[CH2:22][CH2:21]1. The yield is 0.760. (2) The product is [CH2:1]([C:8]1([CH3:30])[C:13](=[O:14])[N:12]([CH3:15])[C:11](=[O:16])[N:10]([CH2:17][C:18](=[O:19])[C:23]2[CH:28]=[CH:27][CH:26]=[CH:25][CH:24]=2)[C:9]1=[O:29])[C:2]1[CH:7]=[CH:6][CH:5]=[CH:4][CH:3]=1. The yield is 0.170. The reactants are [CH2:1]([C:8]1([CH3:30])[C:13](=[O:14])[N:12]([CH3:15])[C:11](=[O:16])[N:10]([CH2:17][C:18]2([C:23]3[CH:28]=[CH:27][CH:26]=[CH:25][CH:24]=3)OCC[O:19]2)[C:9]1=[O:29])[C:2]1[CH:7]=[CH:6][CH:5]=[CH:4][CH:3]=1.Cl. The catalyst is CO. (3) The reactants are [F:1][C:2]1[CH:7]=[CH:6][CH:5]=[CH:4][C:3]=1[C@H:8]1[C:12]([C:20]2[CH:25]=[CH:24][C:23]([F:26])=[CH:22][CH:21]=2)([C:13]2[CH:18]=[CH:17][C:16]([F:19])=[CH:15][CH:14]=2)[O:11][C:10](=[O:27])[NH:9]1.[H-].[Na+].Br[CH2:31][C:32]([NH2:34])=[O:33].Cl. The catalyst is C1COCC1. The product is [F:19][C:16]1[CH:15]=[CH:14][C:13]([C:12]2([C:20]3[CH:25]=[CH:24][C:23]([F:26])=[CH:22][CH:21]=3)[O:11][C:10](=[O:27])[N:9]([CH2:31][C:32]([NH2:34])=[O:33])[C@H:8]2[C:3]2[CH:4]=[CH:5][CH:6]=[CH:7][C:2]=2[F:1])=[CH:18][CH:17]=1. The yield is 0.860. (4) The reactants are [Li]C(CC)C.[F:6][C:7]1[CH:12]=[CH:11][N:10]=[C:9]2[N:13]([Si:16]([CH:23]([CH3:25])[CH3:24])([CH:20]([CH3:22])[CH3:21])[CH:17]([CH3:19])[CH3:18])[CH:14]=[CH:15][C:8]=12.C(Br)(Br)(Br)[Br:27].[Cl-].[NH4+]. The catalyst is C1COCC1. The product is [Br:27][C:12]1[C:7]([F:6])=[C:8]2[CH:15]=[CH:14][N:13]([Si:16]([CH:20]([CH3:22])[CH3:21])([CH:23]([CH3:25])[CH3:24])[CH:17]([CH3:18])[CH3:19])[C:9]2=[N:10][CH:11]=1. The yield is 0.614.